Predict the reactants needed to synthesize the given product. From a dataset of Full USPTO retrosynthesis dataset with 1.9M reactions from patents (1976-2016). (1) Given the product [CH2:54]([NH:56][C:57]([N:8]1[CH2:13][CH2:12][CH2:11][C@@H:10]([NH:14][C:15](=[O:43])[C:16]2[CH:21]=[CH:20][C:19]([N:22]3[CH2:23][CH2:24][N:25]([C:28]4[CH:33]=[CH:32][CH:31]=[CH:30][C:29]=4[CH3:34])[CH2:26][CH2:27]3)=[C:18]([NH:35][C:36]([C:38]3[O:39][CH:40]=[CH:41][CH:42]=3)=[O:37])[CH:17]=2)[CH2:9]1)=[O:58])[CH3:55], predict the reactants needed to synthesize it. The reactants are: C(OC([N:8]1[CH2:13][CH2:12][CH2:11][C@@H:10]([NH:14][C:15](=[O:43])[C:16]2[CH:21]=[CH:20][C:19]([N:22]3[CH2:27][CH2:26][N:25]([C:28]4[CH:33]=[CH:32][CH:31]=[CH:30][C:29]=4[CH3:34])[CH2:24][CH2:23]3)=[C:18]([NH:35][C:36]([C:38]3[O:39][CH:40]=[CH:41][CH:42]=3)=[O:37])[CH:17]=2)[CH2:9]1)=O)(C)(C)C.C(Cl)Cl.C(O)(C(F)(F)F)=O.[CH2:54]([N:56]=[C:57]=[O:58])[CH3:55]. (2) Given the product [C:1](=[O:32])([O:3][C@@:4]1([C:28]([CH3:31])([CH3:30])[CH3:29])[C:9]2[CH:10]=[C:11]([O:15][CH3:16])[C:12]([NH:14][S:41]([CH2:40][Cl:39])(=[O:43])=[O:42])=[CH:13][C:8]=2[O:7][C:6]([CH3:18])([CH3:17])[C@@:5]1([CH2:20][CH2:21][C:22]1[CH:23]=[CH:24][CH:25]=[CH:26][CH:27]=1)[OH:19])[NH2:2], predict the reactants needed to synthesize it. The reactants are: [C:1](=[O:32])([O:3][C@@:4]1([C:28]([CH3:31])([CH3:30])[CH3:29])[C:9]2[CH:10]=[C:11]([O:15][CH3:16])[C:12]([NH2:14])=[CH:13][C:8]=2[O:7][C:6]([CH3:18])([CH3:17])[C@@:5]1([CH2:20][CH2:21][C:22]1[CH:27]=[CH:26][CH:25]=[CH:24][CH:23]=1)[OH:19])[NH2:2].N1C=CC=CC=1.[Cl:39][CH2:40][S:41](Cl)(=[O:43])=[O:42]. (3) Given the product [Br:11][C:12]1[CH:17]=[CH:16][C:15]([O:18][CH2:2][CH2:3][CH2:4][CH2:5][C:6]([O:8][CH2:9][CH3:10])=[O:7])=[C:14]([CH:19]=[O:20])[CH:13]=1, predict the reactants needed to synthesize it. The reactants are: Br[CH2:2][CH2:3][CH2:4][CH2:5][C:6]([O:8][CH2:9][CH3:10])=[O:7].[Br:11][C:12]1[CH:17]=[CH:16][C:15]([OH:18])=[C:14]([CH:19]=[O:20])[CH:13]=1.C(=O)([O-])[O-].[K+].[K+].O.